The task is: Binary Classification. Given a drug SMILES string, predict its activity (active/inactive) in a high-throughput screening assay against a specified biological target.. This data is from KCNQ2 potassium channel screen with 302,405 compounds. (1) The drug is Fc1c(C2OC(=O)C(C(=O)C32CCCCC3)(C)C)c(F)c(F)c(F)c1F. The result is 0 (inactive). (2) The compound is Clc1ccc(S(=O)(=O)Nc2cc3nc(n(c3cc2)C)CN2CCCCC2)cc1. The result is 0 (inactive). (3) The compound is O=C(NC1CCCC1)C(NC(CCC)C)C. The result is 0 (inactive).